Predict the reactants needed to synthesize the given product. From a dataset of Full USPTO retrosynthesis dataset with 1.9M reactions from patents (1976-2016). (1) Given the product [CH3:13][O:12][C:8]1[CH:9]=[C:10]2[C:5]([N:4]3[C:3](=[CH:11]2)[CH2:2][O:16][CH2:15][CH2:14]3)=[CH:6][CH:7]=1, predict the reactants needed to synthesize it. The reactants are: O[CH2:2][C:3]1[N:4]([CH2:14][CH2:15][OH:16])[C:5]2[C:10]([CH:11]=1)=[CH:9][C:8]([O:12][CH3:13])=[CH:7][CH:6]=2.[H-].[Na+].S(Cl)(C1C=CC(C)=CC=1)(=O)=O.[Cl-].[NH4+]. (2) Given the product [N:19]1[CH:20]=[CH:21][CH:22]=[N:23][C:18]=1[N:12]1[CH2:17][CH2:16][N:15]([CH2:2][C:3]2[S:4][C:5]3[C:10]([N:11]=2)=[CH:9][CH:8]=[CH:7][N:6]=3)[CH2:14][CH2:13]1, predict the reactants needed to synthesize it. The reactants are: Cl[CH2:2][C:3]1[S:4][C:5]2[C:10]([N:11]=1)=[CH:9][CH:8]=[CH:7][N:6]=2.[N:12]1([C:18]2[N:23]=[CH:22][CH:21]=[CH:20][N:19]=2)[CH2:17][CH2:16][NH:15][CH2:14][CH2:13]1. (3) Given the product [C:7]1([C:42]2[C:41]([NH2:62])=[C:40]3[C:45]([C:46]([OH:48])=[CH:47][C:38]([C:36]([OH:35])=[O:37])=[N:39]3)=[CH:44][CH:43]=2)[CH:12]=[CH:11][CH:10]=[CH:9][CH:8]=1, predict the reactants needed to synthesize it. The reactants are: COC(C1C=C(NS([C:7]2[CH:12]=[CH:11][C:10](C)=[CH:9][CH:8]=2)(=O)=O)[C:12]2[C:7](=[C:8](OC[C:7]3[CH:12]=[CH:11][CH:10]=[CH:9][CH:8]=3)[CH:9]=[CH:10][CH:11]=2)N=1)=O.C[O:35][C:36]([C:38]1[CH:47]=[C:46]([O:48]CC2C=CC=CC=2)[C:45]2[C:40](=[C:41]([N+:62]([O-])=O)[CH:42]=[C:43](N3CCCCC3)[CH:44]=2)[N:39]=1)=[O:37]. (4) The reactants are: [NH2:1][C@@H:2]([CH2:6][CH2:7][C:8]([O:10][CH3:11])=[O:9])[C:3]([OH:5])=[O:4].[C:12]([O:16][C:17]([NH:19][CH2:20][CH2:21][CH2:22][CH2:23][CH2:24][C:25]([NH:27][CH2:28][CH2:29][CH2:30][CH2:31][CH2:32][C:33](ON1C(=O)CCC1=O)=[O:34])=[O:26])=[O:18])([CH3:15])([CH3:14])[CH3:13]. Given the product [C:12]([O:16][C:17]([NH:19][CH2:20][CH2:21][CH2:22][CH2:23][CH2:24][C:25]([NH:27][CH2:28][CH2:29][CH2:30][CH2:31][CH2:32][C:33]([NH:1][C@@H:2]([CH2:6][CH2:7][C:8]([O:10][CH3:11])=[O:9])[C:3]([OH:5])=[O:4])=[O:34])=[O:26])=[O:18])([CH3:13])([CH3:15])[CH3:14], predict the reactants needed to synthesize it. (5) Given the product [CH2:9]([O:8][C:6]1[CH:7]=[C:2]([O:27][C:21]2[CH:22]=[CH:23][CH:24]=[C:25]([F:26])[C:20]=2[F:19])[N:3]=[CH:4][N:5]=1)[C:10]#[C:11][CH3:12], predict the reactants needed to synthesize it. The reactants are: Cl[C:2]1[CH:7]=[C:6]([O:8][CH2:9][C:10]#[C:11][CH3:12])[N:5]=[CH:4][N:3]=1.C(=O)([O-])[O-].[K+].[K+].[F:19][C:20]1[C:25]([F:26])=[CH:24][CH:23]=[CH:22][C:21]=1[OH:27].[Cl-].[NH4+]. (6) Given the product [NH:8]1[C:3]2([CH2:7][CH2:6][CH2:5][CH2:4]2)[CH2:2][NH:1]/[C:21]/1=[N:20]/[C:18]([C:11]1[C:10]([NH2:9])=[N:15][C:14]([NH2:16])=[C:13]([Cl:17])[N:12]=1)=[O:19], predict the reactants needed to synthesize it. The reactants are: [NH2:1][CH2:2][C:3]1([NH2:8])[CH2:7][CH2:6][CH2:5][CH2:4]1.[NH2:9][C:10]1[C:11]([C:18]([NH:20][C:21](=N)SC)=[O:19])=[N:12][C:13]([Cl:17])=[C:14]([NH2:16])[N:15]=1. (7) Given the product [C:1]([O:5][C:6](=[O:15])[NH:7][N:8]1[C:12](=[O:13])/[C:11](=[CH:31]/[C:27]2[CH:26]=[C:25]3[C:30](=[CH:29][CH:28]=2)[N:22]([CH2:21][C:20]2[CH:33]=[CH:34][C:17]([Cl:16])=[CH:18][C:19]=2[C:35]([F:38])([F:36])[F:37])[N:23]=[CH:24]3)/[S:10][C:9]1=[O:14])([CH3:4])([CH3:2])[CH3:3].[NH2:7][N:8]1[C:12](=[O:13])/[C:11](=[CH:31]/[C:27]2[CH:26]=[C:25]3[C:30](=[CH:29][CH:28]=2)[N:22]([CH2:21][C:20]2[CH:33]=[CH:34][C:17]([Cl:16])=[CH:18][C:19]=2[C:35]([F:38])([F:36])[F:37])[N:23]=[CH:24]3)/[S:10][C:9]1=[O:14], predict the reactants needed to synthesize it. The reactants are: [C:1]([O:5][C:6](=[O:15])[NH:7][N:8]1[C:12](=[O:13])[CH2:11][S:10][C:9]1=[O:14])([CH3:4])([CH3:3])[CH3:2].[Cl:16][C:17]1[CH:34]=[CH:33][C:20]([CH2:21][N:22]2[C:30]3[C:25](=[CH:26][C:27]([CH:31]=O)=[CH:28][CH:29]=3)[CH:24]=[N:23]2)=[C:19]([C:35]([F:38])([F:37])[F:36])[CH:18]=1. (8) Given the product [CH2:1]([C:5]1=[CH:6][N:7]([C:24]([CH3:27])([CH3:26])[CH3:25])[S:8]/[C:9]/1=[N:10]\[C:11]([C:13]1([CH3:23])[CH2:17][CH2:16][CH:15]([C:18]([N:30]([CH3:31])[CH3:29])=[O:20])[C:14]1([CH3:21])[CH3:22])=[O:12])[CH2:2][CH2:3][CH3:4], predict the reactants needed to synthesize it. The reactants are: [CH2:1]([C:5]1=[CH:6][N:7]([C:24]([CH3:27])([CH3:26])[CH3:25])[S:8]/[C:9]/1=[N:10]\[C:11]([C:13]1([CH3:23])[CH2:17][CH2:16][CH:15]([C:18]([OH:20])=O)[C:14]1([CH3:22])[CH3:21])=[O:12])[CH2:2][CH2:3][CH3:4].Cl.[CH3:29][NH:30][CH3:31].C(N(CC)CC)C. (9) Given the product [C:12]([C:10]1[CH:9]=[CH:8][N:7]=[C:6]([O:4][CH3:3])[CH:11]=1)#[N:13], predict the reactants needed to synthesize it. The reactants are: N#N.[CH3:3][OH:4].Cl[C:6]1[CH:11]=[C:10]([C:12]#[N:13])[CH:9]=[CH:8][N:7]=1. (10) Given the product [CH2:1]([N:5]1[C:13]2[C:8](=[C:9]([C:17]#[N:18])[CH:10]=[C:11]([C:14]([NH:26][C@@H:27]([CH2:41][C:42]3[CH:43]=[C:44]([F:49])[CH:45]=[C:46]([F:48])[CH:47]=3)[C@H:28]([OH:40])[CH2:29][NH:30][CH2:31][C:32]3[CH:37]=[CH:36][CH:35]=[C:34]([CH2:38][CH3:39])[CH:33]=3)=[O:16])[CH:12]=2)[CH:7]=[CH:6]1)[CH2:2][CH2:3][CH3:4], predict the reactants needed to synthesize it. The reactants are: [CH2:1]([N:5]1[C:13]2[C:8](=[C:9]([C:17]#[N:18])[CH:10]=[C:11]([C:14]([OH:16])=O)[CH:12]=2)[CH:7]=[CH:6]1)[CH2:2][CH2:3][CH3:4].C(N(CC)CC)C.[NH2:26][C@@H:27]([CH2:41][C:42]1[CH:47]=[C:46]([F:48])[CH:45]=[C:44]([F:49])[CH:43]=1)[C@H:28]([OH:40])[CH2:29][NH:30][CH2:31][C:32]1[CH:37]=[CH:36][CH:35]=[C:34]([CH2:38][CH3:39])[CH:33]=1.